Dataset: Full USPTO retrosynthesis dataset with 1.9M reactions from patents (1976-2016). Task: Predict the reactants needed to synthesize the given product. Given the product [CH3:14][N:4]1[C:5]2=[N:6][CH:7]=[C:8]([N+:11]([O-:13])=[O:12])[CH:9]=[C:10]2[C:2]([C:23]2[CH2:28][CH2:27][N:26]([C:29]([O:31][C:32]([CH3:35])([CH3:34])[CH3:33])=[O:30])[CH2:25][CH:24]=2)=[CH:3]1, predict the reactants needed to synthesize it. The reactants are: I[C:2]1[C:10]2[C:5](=[N:6][CH:7]=[C:8]([N+:11]([O-:13])=[O:12])[CH:9]=2)[N:4]([CH3:14])[CH:3]=1.CC1(C)C(C)(C)OB([C:23]2[CH2:28][CH2:27][N:26]([C:29]([O:31][C:32]([CH3:35])([CH3:34])[CH3:33])=[O:30])[CH2:25][CH:24]=2)O1.C([O-])([O-])=O.[K+].[K+].COCCOC.